From a dataset of Full USPTO retrosynthesis dataset with 1.9M reactions from patents (1976-2016). Predict the reactants needed to synthesize the given product. (1) Given the product [CH3:19][O:20][C:21]1[CH:26]=[CH:25][C:24]([NH:27][C:28]([O:1][CH2:2][C:3]2[CH:4]=[C:5]([CH:16]=[CH:17][CH:18]=2)[CH2:6][CH:7]([C:8]([O:10][CH3:11])=[O:9])[C:12]([O:14][CH3:15])=[O:13])=[O:29])=[CH:23][CH:22]=1, predict the reactants needed to synthesize it. The reactants are: [OH:1][CH2:2][C:3]1[CH:4]=[C:5]([CH:16]=[CH:17][CH:18]=1)[CH2:6][CH:7]([C:12]([O:14][CH3:15])=[O:13])[C:8]([O:10][CH3:11])=[O:9].[CH3:19][O:20][C:21]1[CH:26]=[CH:25][C:24]([N:27]=[C:28]=[O:29])=[CH:23][CH:22]=1. (2) Given the product [CH:30]([C:10]1[C:11]([CH2:13][CH2:14][CH2:15][O:16][C:17]2[C:22]([O:23][CH3:24])=[CH:21][CH:20]=[CH:19][C:18]=2[CH2:25][C:26]([OH:28])=[O:27])=[CH:12][N:8]([C:5]2[CH:4]=[CH:3][CH:2]=[CH:7][N:6]=2)[N:9]=1)([CH3:32])[CH3:31], predict the reactants needed to synthesize it. The reactants are: Cl[C:2]1[CH:3]=[CH:4][C:5]([N:8]2[CH:12]=[C:11]([CH2:13][CH2:14][CH2:15][O:16][C:17]3[C:22]([O:23][CH3:24])=[CH:21][CH:20]=[CH:19][C:18]=3[CH2:25][C:26]([O:28]C)=[O:27])[C:10]([CH:30]([CH3:32])[CH3:31])=[N:9]2)=[N:6][CH:7]=1.